This data is from Forward reaction prediction with 1.9M reactions from USPTO patents (1976-2016). The task is: Predict the product of the given reaction. (1) Given the reactants [CH2:1]([N:4]1[CH2:9][CH2:8][CH2:7][CH2:6][C@H:5]1[C@@H:10]([NH:17][C:18]1[C:27]2[C:22](=[C:23]([O:28][CH2:29][CH2:30][NH2:31])[CH:24]=[CH:25][CH:26]=2)[N:21]=[C:20]([CH3:32])[CH:19]=1)[C:11]1[CH:16]=[CH:15][CH:14]=[CH:13][CH:12]=1)[CH:2]=[CH2:3].[CH3:33][S:34](Cl)(=[O:36])=[O:35], predict the reaction product. The product is: [CH2:1]([N:4]1[CH2:9][CH2:8][CH2:7][CH2:6][C@H:5]1[C@@H:10]([NH:17][C:18]1[C:27]2[C:22](=[C:23]([O:28][CH2:29][CH2:30][NH:31][S:34]([CH3:33])(=[O:36])=[O:35])[CH:24]=[CH:25][CH:26]=2)[N:21]=[C:20]([CH3:32])[CH:19]=1)[C:11]1[CH:12]=[CH:13][CH:14]=[CH:15][CH:16]=1)[CH:2]=[CH2:3]. (2) Given the reactants [CH2:1]([O:3][C:4](=[O:9])[CH:5]=[C:6]([O-:8])[CH3:7])[CH3:2].[Na+].Br[CH2:12][C:13](=[O:18])[C:14]([CH3:17])([CH3:16])[CH3:15].C(OCC)(=O)C.O, predict the reaction product. The product is: [C:6]([CH:5]([CH2:12][C:13](=[O:18])[C:14]([CH3:17])([CH3:16])[CH3:15])[C:4]([O:3][CH2:1][CH3:2])=[O:9])(=[O:8])[CH3:7]. (3) Given the reactants [CH2:1]([O:8][C:9]1[CH:10]=[C:11]2[C:16](=[CH:17][C:18]=1[O:19][CH3:20])[CH:15](/[CH:21]=[CH:22]/[C:23]1[CH:28]=[C:27]([O:29][CH2:30][C:31]3[CH:36]=[CH:35][CH:34]=[CH:33][CH:32]=3)[C:26]([O:37][CH3:38])=[CH:25][C:24]=1[CH3:39])[NH:14][CH2:13][CH2:12]2)[C:2]1[CH:7]=[CH:6][CH:5]=[CH:4][CH:3]=1.[N:40]1[CH:45]=[CH:44][CH:43]=[CH:42][C:41]=1[C:46](O)=[O:47].CCN(C(C)C)C(C)C.CN(C(ON1N=NC2C=CC=NC1=2)=[N+](C)C)C.F[P-](F)(F)(F)(F)F, predict the reaction product. The product is: [CH2:1]([O:8][C:9]1[CH:10]=[C:11]2[C:16](=[CH:17][C:18]=1[O:19][CH3:20])[CH:15](/[CH:21]=[CH:22]/[C:23]1[CH:28]=[C:27]([O:29][CH2:30][C:31]3[CH:32]=[CH:33][CH:34]=[CH:35][CH:36]=3)[C:26]([O:37][CH3:38])=[CH:25][C:24]=1[CH3:39])[N:14]([C:46]([C:41]1[CH:42]=[CH:43][CH:44]=[CH:45][N:40]=1)=[O:47])[CH2:13][CH2:12]2)[C:2]1[CH:7]=[CH:6][CH:5]=[CH:4][CH:3]=1.